Predict the reactants needed to synthesize the given product. From a dataset of Full USPTO retrosynthesis dataset with 1.9M reactions from patents (1976-2016). (1) Given the product [NH2:8][CH:9]1[C:18]2[C:13]3=[C:14]([C:19]4[N:20]([C:23]5[CH:24]=[C:25]([C:36]([O:38][CH3:39])=[O:37])[CH:26]=[CH:27][C:28]=5[C:29]=4[CH:30]4[CH2:35][CH2:34][CH2:33][CH2:32][CH2:31]4)[CH2:21][CH2:22][N:12]3[CH2:11][CH2:10]1)[CH:15]=[CH:16][CH:17]=2, predict the reactants needed to synthesize it. The reactants are: C(OC([NH:8][CH:9]1[C:18]2[C:13]3=[C:14]([C:19]4[N:20]([C:23]5[CH:24]=[C:25]([C:36]([O:38][CH3:39])=[O:37])[CH:26]=[CH:27][C:28]=5[C:29]=4[CH:30]4[CH2:35][CH2:34][CH2:33][CH2:32][CH2:31]4)[CH2:21][CH2:22][N:12]3[CH2:11][CH2:10]1)[CH:15]=[CH:16][CH:17]=2)=O)(C)(C)C.Cl. (2) Given the product [CH3:17][C:2]1[C:7]([CH3:8])=[CH:6][N:5]2[N:9]=[CH:10][C:11]([C:12]([O:14][CH2:15][CH3:16])=[O:13])=[C:4]2[N:3]=1, predict the reactants needed to synthesize it. The reactants are: Cl[C:2]1[C:7]([CH3:8])=[CH:6][N:5]2[N:9]=[CH:10][C:11]([C:12]([O:14][CH2:15][CH3:16])=[O:13])=[C:4]2[N:3]=1.[C:17](=O)([O-])[O-].[Cs+].[Cs+].CB1OB(C)OB(C)O1.CC(O)(CC)C. (3) Given the product [NH2:35]/[C:33](=[N:34]\[O:15][C:14]([C@H:11]1[CH2:12][CH2:13][C@H:9]([NH:8][C:6](=[O:7])[O:5][C:1]([CH3:4])([CH3:2])[CH3:3])[CH2:10]1)=[O:16])/[C:32]([F:44])([F:31])[C:37]1[CH:38]=[CH:39][C:40]([CH3:43])=[CH:41][CH:42]=1, predict the reactants needed to synthesize it. The reactants are: [C:1]([O:5][C:6]([NH:8][C@H:9]1[CH2:13][CH2:12][C@H:11]([C:14]([OH:16])=[O:15])[CH2:10]1)=[O:7])([CH3:4])([CH3:3])[CH3:2].C1C=CC2N(O)N=NC=2C=1.C(Cl)CCl.[F:31][C:32]([F:44])([C:37]1[CH:42]=[CH:41][C:40]([CH3:43])=[CH:39][CH:38]=1)/[C:33](=[N:35]/O)/[NH2:34].C(=O)(O)[O-].[Na+]. (4) The reactants are: [OH:1][C:2]1[CH:7]=[CH:6][C:5]([C@@H:8]([C:15]#[C:16][CH3:17])[CH2:9][C:10]([O:12][CH2:13][CH3:14])=[O:11])=[CH:4][CH:3]=1.C(N(CC)CC)C.[F:25][C:26]([F:39])([F:38])[S:27](O[S:27]([C:26]([F:39])([F:38])[F:25])(=[O:29])=[O:28])(=[O:29])=[O:28]. Given the product [F:25][C:26]([F:39])([F:38])[S:27]([O:1][C:2]1[CH:3]=[CH:4][C:5]([C@@H:8]([C:15]#[C:16][CH3:17])[CH2:9][C:10]([O:12][CH2:13][CH3:14])=[O:11])=[CH:6][CH:7]=1)(=[O:29])=[O:28], predict the reactants needed to synthesize it.